This data is from Forward reaction prediction with 1.9M reactions from USPTO patents (1976-2016). The task is: Predict the product of the given reaction. (1) Given the reactants [NH2:1][CH2:2][C:3]1[N:8]=[CH:7][C:6]([NH:9][C:10]2[CH:15]=[CH:14][C:13]([F:16])=[CH:12][C:11]=2[C:17]([F:20])([F:19])[F:18])=[CH:5][C:4]=1[Cl:21].[N:22]1[CH:27]=[C:26]([C:28]([NH:30][C:31]2([C:34](O)=[O:35])[CH2:33][CH2:32]2)=[O:29])[CH:25]=[N:24][CH:23]=1, predict the reaction product. The product is: [ClH:21].[ClH:21].[Cl:21][C:4]1[C:3]([CH2:2][NH:1][C:34]([C:31]2([NH:30][C:28]([C:26]3[CH:25]=[N:24][CH:23]=[N:22][CH:27]=3)=[O:29])[CH2:33][CH2:32]2)=[O:35])=[N:8][CH:7]=[C:6]([NH:9][C:10]2[CH:15]=[CH:14][C:13]([F:16])=[CH:12][C:11]=2[C:17]([F:20])([F:19])[F:18])[CH:5]=1. (2) Given the reactants Br[C:2]1[CH:9]=[CH:8][C:5]([C:6]#[N:7])=[CH:4][C:3]=1[F:10].C([O-])(=O)C.[K+].[B:16]1([B:16]2[O:20][C:19]([CH3:22])([CH3:21])[C:18]([CH3:24])([CH3:23])[O:17]2)[O:20][C:19]([CH3:22])([CH3:21])[C:18]([CH3:24])([CH3:23])[O:17]1, predict the reaction product. The product is: [F:10][C:3]1[CH:4]=[C:5]([CH:8]=[CH:9][C:2]=1[B:16]1[O:20][C:19]([CH3:22])([CH3:21])[C:18]([CH3:24])([CH3:23])[O:17]1)[C:6]#[N:7]. (3) Given the reactants [C:1]1([C:7]2[S:15][C:14]3[C:13](OS(C4C(C(C)C)=CC(C(C)C)=CC=4C(C)C)(=O)=O)=[N:12][C:11]([C:35]4[CH:40]=[CH:39][N:38]=[CH:37][CH:36]=4)=[N:10][C:9]=3[CH:8]=2)[CH:6]=[CH:5][CH:4]=[CH:3][CH:2]=1.[NH:41]1[CH2:46][CH2:45][NH:44][CH2:43][CH2:42]1.CCN(CC)CC, predict the reaction product. The product is: [C:1]1([C:7]2[S:15][C:14]3[C:13]([N:41]4[CH2:46][CH2:45][NH:44][CH2:43][CH2:42]4)=[N:12][C:11]([C:35]4[CH:36]=[CH:37][N:38]=[CH:39][CH:40]=4)=[N:10][C:9]=3[CH:8]=2)[CH:2]=[CH:3][CH:4]=[CH:5][CH:6]=1. (4) The product is: [F:12][C:10]([F:11])([F:13])[CH:9]([C:14]1[S:18][C:17]([C:19](=[O:21])[CH3:20])=[N:16][CH:15]=1)[OH:8]. Given the reactants [Si]([O:8][CH:9]([C:14]1[S:18][C:17]([C:19](=[O:21])[CH3:20])=[N:16][CH:15]=1)[C:10]([F:13])([F:12])[F:11])(C(C)(C)C)(C)C.C(O)(=O)C.[F-].C([N+](CCCC)(CCCC)CCCC)CCC.C(=O)([O-])[O-].[Na+].[Na+], predict the reaction product. (5) The product is: [NH2:14][C:15]1[CH:16]=[CH:17][CH:18]=[C:19]2[C:24]=1[N:23]=[CH:22][CH:21]=[CH:20]2. Given the reactants O=C1C2C(=CC=C(NC([NH:14][C:15]3[CH:16]=[CH:17][CH:18]=[C:19]4[C:24]=3[N:23]=[CH:22][CH:21]=[CH:20]4)=O)C=2)N(CCC)N1.C(N1C2C(=CC([N+]([O-])=O)=CC=2)C(=O)N1)C=C, predict the reaction product. (6) Given the reactants [Cl:1][C:2]1[CH:3]=[C:4]2[C:8](=[C:9](Cl)[CH:10]=1)[CH:7]([NH2:12])[CH2:6][CH2:5]2.ClC1C=C2C(=CC=1)C(=O)CC2, predict the reaction product. The product is: [Cl:1][C:2]1[CH:3]=[C:4]2[C:8](=[CH:9][CH:10]=1)[CH:7]([NH2:12])[CH2:6][CH2:5]2. (7) Given the reactants [NH2:1][C:2]1[C:10]2[C:5](=[N:6][CH:7]=[CH:8][N:9]=2)[S:4][C:3]=1[C:11]([OH:13])=O.CN(C(ON1N=NC2C=CC=NC1=2)=[N+](C)C)C.F[P-](F)(F)(F)(F)F.CCN(C(C)C)C(C)C.[NH2:47][C:48]1[CH:49]=[C:50]([NH:55][C:56](=[O:67])[C:57]2[CH:62]=[CH:61][CH:60]=[C:59]([C:63]([F:66])([F:65])[F:64])[CH:58]=2)[CH:51]=[CH:52][C:53]=1[CH3:54], predict the reaction product. The product is: [NH2:1][C:2]1[C:10]2[C:5](=[N:6][CH:7]=[CH:8][N:9]=2)[S:4][C:3]=1[C:11]([NH:47][C:48]1[CH:49]=[C:50]([NH:55][C:56](=[O:67])[C:57]2[CH:62]=[CH:61][CH:60]=[C:59]([C:63]([F:64])([F:65])[F:66])[CH:58]=2)[CH:51]=[CH:52][C:53]=1[CH3:54])=[O:13].